The task is: Predict which catalyst facilitates the given reaction.. This data is from Catalyst prediction with 721,799 reactions and 888 catalyst types from USPTO. Reactant: [O:1]=[C:2]1[C:6]2([CH2:11][CH2:10][NH:9][CH2:8][CH2:7]2)[N:5]([C:12]2[CH:17]=[CH:16][CH:15]=[CH:14][CH:13]=2)[CH2:4][N:3]1[CH2:18][C:19]1[CH:20]=[C:21]([CH:29]=[CH:30][CH:31]=1)[C:22]([O:24][C:25]([CH3:28])([CH3:27])[CH3:26])=[O:23].C(=O)([O-])[O-].[K+].[K+].I[CH2:39][CH2:40][CH2:41][N:42]1[C:46]2[CH:47]=[CH:48][CH:49]=[CH:50][C:45]=2[NH:44][C:43]1=[O:51]. Product: [O:1]=[C:2]1[C:6]2([CH2:11][CH2:10][N:9]([CH2:39][CH2:40][CH2:41][N:42]3[C:46]4[CH:47]=[CH:48][CH:49]=[CH:50][C:45]=4[NH:44][C:43]3=[O:51])[CH2:8][CH2:7]2)[N:5]([C:12]2[CH:13]=[CH:14][CH:15]=[CH:16][CH:17]=2)[CH2:4][N:3]1[CH2:18][C:19]1[CH:20]=[C:21]([CH:29]=[CH:30][CH:31]=1)[C:22]([O:24][C:25]([CH3:28])([CH3:26])[CH3:27])=[O:23]. The catalyst class is: 42.